Dataset: Forward reaction prediction with 1.9M reactions from USPTO patents (1976-2016). Task: Predict the product of the given reaction. (1) The product is: [Cl:17][Si:16]1([Cl:18])[C:10]2[CH:11]=[CH:12][CH:13]=[CH:14][C:9]=2[C:4]2[C:3]1=[CH:8][CH:7]=[CH:6][CH:5]=2. Given the reactants [Li].Br[C:3]1(Br)[CH2:8][CH:7]=[CH:6][CH:5]=[C:4]1[C:9]1[CH:14]=[CH:13][CH:12]=[CH:11][CH:10]=1.[Si:16](Cl)(Cl)([Cl:18])[Cl:17], predict the reaction product. (2) Given the reactants [NH2:1][C:2]1[CH:3]=[CH:4][C:5]([F:18])=[C:6]([C@:8]2([CH3:17])[C:13]([F:15])([F:14])[CH2:12][O:11][C:10]([NH2:16])=[N:9]2)[CH:7]=1.[Cl:19][C:20]1[CH:21]=[CH:22][C:23]([C:26](O)=[O:27])=[N:24][CH:25]=1, predict the reaction product. The product is: [NH2:16][C:10]1[O:11][CH2:12][C:13]([F:14])([F:15])[C@:8]([C:6]2[CH:7]=[C:2]([NH:1][C:26]([C:23]3[CH:22]=[CH:21][C:20]([Cl:19])=[CH:25][N:24]=3)=[O:27])[CH:3]=[CH:4][C:5]=2[F:18])([CH3:17])[N:9]=1. (3) Given the reactants [C:1]([CH:3]1[CH2:8][CH2:7][N:6]([C:9]([N:11]2[CH2:16][CH:15]([C:17]3[CH:22]=[CH:21][C:20]([C:23]([F:26])([F:25])[F:24])=[CH:19][CH:18]=3)[CH2:14][CH:13]([C:27](O)=[O:28])[CH2:12]2)=[O:10])[CH2:5][CH2:4]1)#[N:2].O[N:31]=[C:32]([NH2:36])[CH:33]([CH3:35])[CH3:34], predict the reaction product. The product is: [CH3:34][CH:33]([C:32]1[N:36]=[C:27]([CH:13]2[CH2:14][CH:15]([C:17]3[CH:18]=[CH:19][C:20]([C:23]([F:26])([F:25])[F:24])=[CH:21][CH:22]=3)[CH2:16][N:11]([C:9]([N:6]3[CH2:5][CH2:4][CH:3]([C:1]#[N:2])[CH2:8][CH2:7]3)=[O:10])[CH2:12]2)[O:28][N:31]=1)[CH3:35]. (4) Given the reactants [C:1]1([N:7]2[C:11]([NH:12][C:13](=[O:19])[O:14][C:15]([CH3:18])([CH3:17])[CH3:16])=[CH:10][CH:9]=[N:8]2)[CH:6]=[CH:5][CH:4]=[CH:3][CH:2]=1.[H-].[Na+].C1COCC1.Br[CH2:28][C:29]#[N:30], predict the reaction product. The product is: [C:29]([CH2:28][N:12]([C:11]1[N:7]([C:1]2[CH:2]=[CH:3][CH:4]=[CH:5][CH:6]=2)[N:8]=[CH:9][CH:10]=1)[C:13](=[O:19])[O:14][C:15]([CH3:16])([CH3:18])[CH3:17])#[N:30]. (5) Given the reactants C([Li])CCC.C(NC(C)C)(C)C.C(N(CC)[C:16](=[O:31])[C:17]1[CH:22]=[CH:21][CH:20]=[CH:19][C:18]=1[C:23]1[CH:28]=[CH:27][C:26]([O:29][CH3:30])=[CH:25][N:24]=1)C.[Cl-].[NH4+], predict the reaction product. The product is: [CH3:30][O:29][C:26]1[CH:27]=[C:28]2[C:16](=[O:31])[C:17]3[C:18](=[CH:19][CH:20]=[CH:21][CH:22]=3)[C:23]2=[N:24][CH:25]=1. (6) Given the reactants Br[C:2]1[CH:3]=[C:4]2[C:9](=[CH:10][C:11]=1[O:12][CH3:13])[N:8]=[C:7]([CH3:14])[N:6]=[CH:5]2.C(Cl)Cl.CC([O-])=O.[K+].[B:23]1([B:23]2[O:27][C:26]([CH3:29])([CH3:28])[C:25]([CH3:31])([CH3:30])[O:24]2)[O:27][C:26]([CH3:29])([CH3:28])[C:25]([CH3:31])([CH3:30])[O:24]1, predict the reaction product. The product is: [CH3:13][O:12][C:11]1[CH:10]=[C:9]2[C:4]([CH:5]=[N:6][C:7]([CH3:14])=[N:8]2)=[CH:3][C:2]=1[B:23]1[O:27][C:26]([CH3:29])([CH3:28])[C:25]([CH3:31])([CH3:30])[O:24]1. (7) Given the reactants [Br:1][C:2]1[CH:3]=[C:4]([CH:7]=[CH:8][C:9]=1[O:10][CH2:11][CH:12]([CH3:14])[CH3:13])[CH:5]=[O:6].[BH4-].[Na+], predict the reaction product. The product is: [Br:1][C:2]1[CH:3]=[C:4]([CH2:5][OH:6])[CH:7]=[CH:8][C:9]=1[O:10][CH2:11][CH:12]([CH3:13])[CH3:14]. (8) Given the reactants [Br:1][C:2]1[CH:9]=[C:8](F)[C:5]([CH:6]=O)=[C:4]([F:11])[CH:3]=1.C(=O)([O-])[O-].[NH2:16][C:17]([NH2:19])=[NH2+:18].[NH2:16][C:17]([NH2:19])=[NH2+:18], predict the reaction product. The product is: [Br:1][C:2]1[CH:9]=[C:8]2[C:5]([CH:6]=[N:16][C:17]([NH2:19])=[N:18]2)=[C:4]([F:11])[CH:3]=1. (9) Given the reactants O=CC(=C)C.[C:6]([OH:12])(=[O:11])[CH2:7][CH2:8]CC, predict the reaction product. The product is: [C:6]([OH:12])(=[O:11])[CH:7]=[CH2:8].[C:6]([OH:12])(=[O:11])[CH2:7][CH3:8].